Predict the product of the given reaction. From a dataset of Forward reaction prediction with 1.9M reactions from USPTO patents (1976-2016). Given the reactants [N:1]12[CH2:7][C:4]([C:8]([C:17]3[CH:22]=[CH:21][CH:20]=[CH:19][CH:18]=3)([C:11]3[CH:16]=[CH:15][CH:14]=[CH:13][CH:12]=3)[C:9]#[N:10])([CH2:5][CH2:6]1)[CH2:3][CH2:2]2.[Br:23]C[CH2:25][CH2:26][OH:27], predict the reaction product. The product is: [Br-:23].[C:9]([C:8]([C:17]1[CH:22]=[CH:21][CH:20]=[CH:19][CH:18]=1)([C:11]1[CH:12]=[CH:13][CH:14]=[CH:15][CH:16]=1)[C:4]12[CH2:7][N+:1]([CH2:25][CH2:26][OH:27])([CH2:6][CH2:5]1)[CH2:2][CH2:3]2)#[N:10].